From a dataset of Peptide-MHC class I binding affinity with 185,985 pairs from IEDB/IMGT. Regression. Given a peptide amino acid sequence and an MHC pseudo amino acid sequence, predict their binding affinity value. This is MHC class I binding data. (1) The peptide sequence is KEMGFSPRL. The MHC is HLA-B40:01 with pseudo-sequence HLA-B40:01. The binding affinity (normalized) is 0.778. (2) The peptide sequence is GMIIMLIPTV. The MHC is HLA-A02:01 with pseudo-sequence HLA-A02:01. The binding affinity (normalized) is 0.801. (3) The peptide sequence is LMNVITLVYK. The MHC is HLA-A11:01 with pseudo-sequence HLA-A11:01. The binding affinity (normalized) is 0.707. (4) The peptide sequence is SVMSTFFWE. The MHC is HLA-A02:03 with pseudo-sequence HLA-A02:03. The binding affinity (normalized) is 0.0847. (5) The peptide sequence is FMRERQLPQ. The MHC is HLA-A66:01 with pseudo-sequence HLA-A66:01. The binding affinity (normalized) is 0.213. (6) The peptide sequence is FAILNKNNL. The MHC is H-2-Db with pseudo-sequence H-2-Db. The binding affinity (normalized) is 0.816. (7) The peptide sequence is RSLYNTVAVL. The MHC is HLA-A02:01 with pseudo-sequence HLA-A02:01. The binding affinity (normalized) is 0.428.